Task: Predict the reaction yield, written as a fraction of the theoretical maximum amount of product (1.0 means a 100% yield; for example, 0.34 means a 34% yield).. Dataset: Reaction yield outcomes from USPTO patents with 853,638 reactions (1) The yield is 0.710. The product is [C:25]([O:29][C:30]([N:32]1[CH:33]2[CH2:39][CH2:38][CH:37]1[CH2:36][N:35]([C:40]([C:42]1[CH:43]=[N:44][C:45]([NH:48][C:10]3[N:11]=[CH:12][C:7]4[CH:6]=[C:5]([C:3](=[O:4])[N:2]([CH3:24])[CH3:1])[N:14]([CH:15]5[CH2:20][CH2:19][N:18]([CH:21]6[CH2:23][CH2:22]6)[CH2:17][CH2:16]5)[C:8]=4[N:9]=3)=[CH:46][CH:47]=1)=[O:41])[CH2:34]2)=[O:31])([CH3:28])([CH3:26])[CH3:27]. The reactants are [CH3:1][N:2]([CH3:24])[C:3]([C:5]1[N:14]([CH:15]2[CH2:20][CH2:19][N:18]([CH:21]3[CH2:23][CH2:22]3)[CH2:17][CH2:16]2)[C:8]2[N:9]=[C:10](Cl)[N:11]=[CH:12][C:7]=2[CH:6]=1)=[O:4].[C:25]([O:29][C:30]([N:32]1[CH:37]2[CH2:38][CH2:39][CH:33]1[CH2:34][N:35]([C:40]([C:42]1[CH:43]=[N:44][C:45]([NH2:48])=[CH:46][CH:47]=1)=[O:41])[CH2:36]2)=[O:31])([CH3:28])([CH3:27])[CH3:26]. No catalyst specified. (2) The catalyst is CS(C)=O. The reactants are [CH:1]([O:4][C:5]1[N:10]=[C:9]([CH:11](C(OCC)=O)[C:12]([O:14][CH2:15][CH3:16])=[O:13])[C:8]([N+:22]([O-:24])=[O:23])=[CH:7][CH:6]=1)([CH3:3])[CH3:2].[Li+].[Cl-].O. The yield is 0.300. The product is [CH:1]([O:4][C:5]1[N:10]=[C:9]([CH2:11][C:12]([O:14][CH2:15][CH3:16])=[O:13])[C:8]([N+:22]([O-:24])=[O:23])=[CH:7][CH:6]=1)([CH3:2])[CH3:3].